This data is from Forward reaction prediction with 1.9M reactions from USPTO patents (1976-2016). The task is: Predict the product of the given reaction. (1) Given the reactants [NH2:1][C:2]1[C:3]([Cl:14])=[N:4][C:5]([O:11][CH2:12][CH3:13])=[C:6]([CH:10]=1)[C:7]([OH:9])=O.[C:15]1([C:21]2[CH:25]=[C:24]([CH2:26][N:27]3[CH2:32][CH2:31][CH:30]([CH2:33][NH2:34])[CH2:29][CH2:28]3)[O:23][N:22]=2)[CH:20]=[CH:19][CH:18]=[CH:17][CH:16]=1, predict the reaction product. The product is: [NH2:1][C:2]1[C:3]([Cl:14])=[N:4][C:5]([O:11][CH2:12][CH3:13])=[C:6]([CH:10]=1)[C:7]([NH:34][CH2:33][CH:30]1[CH2:29][CH2:28][N:27]([CH2:26][C:24]2[O:23][N:22]=[C:21]([C:15]3[CH:20]=[CH:19][CH:18]=[CH:17][CH:16]=3)[CH:25]=2)[CH2:32][CH2:31]1)=[O:9]. (2) Given the reactants [NH:1]1[C:9]2[C:4](=[C:5]([C:10]3[N:11]=[C:12]([N:22]4[CH2:27][CH2:26][O:25][CH2:24][CH2:23]4)[C:13]4[CH:18]=[C:17]([C:19]([OH:21])=O)SC=4[N:15]=3)[CH:6]=[CH:7][CH:8]=2)[CH:3]=[N:2]1.[CH3:28][S:29]([NH:32][C:33]1[CH:34]=[C:35](B(O)O)[CH:36]=[CH:37][CH:38]=1)(=[O:31])=[O:30], predict the reaction product. The product is: [NH:1]1[C:9]2[C:4](=[C:5]([C:10]3[N:11]=[C:12]([N:22]4[CH2:23][CH2:24][O:25][CH2:26][CH2:27]4)[C:13]4[O:21][C:19]([C:37]5[CH:38]=[C:33]([NH:32][S:29]([CH3:28])(=[O:30])=[O:31])[CH:34]=[CH:35][CH:36]=5)=[CH:17][C:18]=4[N:15]=3)[CH:6]=[CH:7][CH:8]=2)[CH:3]=[N:2]1. (3) Given the reactants C[O-].[Na+].[CH2:4]=[CH:5][C:6](=[O:10])[CH2:7][CH2:8][CH3:9].[N+:11]([CH3:14])([O-:13])=[O:12], predict the reaction product. The product is: [N+:11]([CH2:14][CH2:4][CH2:5][C:6](=[O:10])[CH2:7][CH2:8][CH3:9])([O-:13])=[O:12]. (4) Given the reactants [C:1]([O:5][C:6](=[O:43])[NH:7][C@@H:8]1[C:22](=[O:23])[N:21]2[CH2:24][C@H:25]([OH:27])[CH2:26][C@H:20]2[C:19](=[O:28])[NH:18][C@:17]2([C:30](=[O:39])[NH:31][S:32]([C:35]3([CH3:38])[CH2:37][CH2:36]3)(=[O:34])=[O:33])[CH2:29][C@H:16]2[CH:15]=[CH:14][CH2:13][CH2:12][CH:11]([CH3:40])[CH2:10][C@H:9]1[CH2:41][CH3:42])([CH3:4])([CH3:3])[CH3:2].C1N=CN([C:49]([N:51]2[CH:55]=N[CH:53]=[CH:52]2)=[O:50])C=1.[F:56][C:57]1[CH:65]=CC=[C:62]2[C:58]=1CN[CH2:61]2, predict the reaction product. The product is: [F:56][C:57]1[CH:58]=[CH:62][CH:61]=[C:53]2[C:65]=1[CH2:55][N:51]([C:49]([O:27][C@H:25]1[CH2:24][N:21]3[C:22](=[O:23])[C@@H:8]([NH:7][C:6]([O:5][C:1]([CH3:3])([CH3:4])[CH3:2])=[O:43])[C@H:9]([CH2:41][CH3:42])[CH2:10][CH:11]([CH3:40])[CH2:12][CH2:13][CH:14]=[CH:15][C@@H:16]4[CH2:29][C@@:17]4([C:30](=[O:39])[NH:31][S:32]([C:35]4([CH3:38])[CH2:36][CH2:37]4)(=[O:33])=[O:34])[NH:18][C:19](=[O:28])[C@@H:20]3[CH2:26]1)=[O:50])[CH2:52]2. (5) The product is: [NH2:17][C:12]1[N:13]=[N:14][CH:15]=[CH:16][C:11]=1[C:6]1[C:5](=[O:4])[CH2:10][CH2:9][CH2:8][CH:7]=1. Given the reactants O1[C:5]2([CH2:10][CH2:9][CH2:8][CH:7]=[C:6]2[C:11]2[CH:16]=[CH:15][N:14]=[N:13][C:12]=2[NH2:17])[O:4]CC1.Cl, predict the reaction product.